Dataset: Forward reaction prediction with 1.9M reactions from USPTO patents (1976-2016). Task: Predict the product of the given reaction. (1) Given the reactants [CH3:1][C:2]1([CH3:11])[C:10]2[C:5](=[CH:6][CH:7]=[CH:8][CH:9]=2)[NH:4][CH2:3]1.F[C:13]1[CH:18]=[CH:17][CH:16]=[CH:15][C:14]=1[N+:19]([O-:21])=[O:20], predict the reaction product. The product is: [CH3:1][C:2]1([CH3:11])[C:10]2[C:5](=[CH:6][CH:7]=[CH:8][CH:9]=2)[N:4]([C:13]2[CH:18]=[CH:17][CH:16]=[CH:15][C:14]=2[N+:19]([O-:21])=[O:20])[CH2:3]1. (2) Given the reactants [C:1]([O:5][C:6](=[O:32])/[CH:7]=[CH:8]/[C:9]1[CH:14]=[CH:13][C:12]([C:15]2[CH:20]=[CH:19][C:18]([OH:21])=[C:17]([C:22]34[CH2:31][CH:26]5[CH2:27][CH:28]([CH2:30][CH:24]([CH2:25]5)[CH2:23]3)[CH2:29]4)[CH:16]=2)=[CH:11][CH:10]=1)([CH3:4])([CH3:3])[CH3:2].Cl[CH2:34][N:35]1[C:39](=[O:40])[C:38]2=[CH:41][CH:42]=[CH:43][CH:44]=[C:37]2[C:36]1=[O:45].C([O-])([O-])=O.[K+].[K+].[Na+].[I-], predict the reaction product. The product is: [C:1]([O:5][C:6](=[O:32])[CH:7]=[CH:8][C:9]1[CH:10]=[CH:11][C:12]([C:15]2[CH:20]=[CH:19][C:18]([O:21][CH2:34][N:35]3[C:39](=[O:40])[C:38]4[C:37](=[CH:44][CH:43]=[CH:42][CH:41]=4)[C:36]3=[O:45])=[C:17]([C:22]34[CH2:31][CH:26]5[CH2:27][CH:28]([CH2:30][CH:24]([CH2:25]5)[CH2:23]3)[CH2:29]4)[CH:16]=2)=[CH:13][CH:14]=1)([CH3:4])([CH3:2])[CH3:3].